From a dataset of Forward reaction prediction with 1.9M reactions from USPTO patents (1976-2016). Predict the product of the given reaction. (1) Given the reactants [Cl:1][C:2]1[CH:32]=[CH:31][C:5]([CH2:6][N:7]2[C:15]3[C:10](=[CH:11][C:12](/[CH:16]=[C:17]4/[C:18](=[O:30])[N:19]([CH2:23][C@@H:24]5[CH2:28][C@@H:27]([OH:29])[CH2:26][NH:25]5)[C:20](=[O:22])[S:21]/4)=[CH:13][CH:14]=3)[CH:9]=[N:8]2)=[C:4]([C:33]([F:36])([F:35])[F:34])[CH:3]=1.Br[CH2:38][CH2:39][OH:40], predict the reaction product. The product is: [Cl:1][C:2]1[CH:32]=[CH:31][C:5]([CH2:6][N:7]2[C:15]3[C:10](=[CH:11][C:12](/[CH:16]=[C:17]4/[C:18](=[O:30])[N:19]([CH2:23][C@@H:24]5[CH2:28][C@@H:27]([OH:29])[CH2:26][N:25]5[CH2:38][CH2:39][OH:40])[C:20](=[O:22])[S:21]/4)=[CH:13][CH:14]=3)[CH:9]=[N:8]2)=[C:4]([C:33]([F:36])([F:35])[F:34])[CH:3]=1. (2) Given the reactants [CH2:1]([O:8][C:9]([N:11]1[CH:15]([C:16](O)=[O:17])[CH2:14][S:13][CH:12]1[C:19]1[CH:24]=[CH:23][N:22]=[CH:21][CH:20]=1)=[O:10])[C:2]1[CH:7]=[CH:6][CH:5]=[CH:4][CH:3]=1.[C:25]([O:29][C:30](=[O:40])[NH:31][CH2:32][C:33]1[CH:38]=[CH:37][C:36]([NH2:39])=[CH:35][CH:34]=1)([CH3:28])([CH3:27])[CH3:26].CN(C(ON1N=NC2C=CC=NC1=2)=[N+](C)C)C.F[P-](F)(F)(F)(F)F.CCN(C(C)C)C(C)C, predict the reaction product. The product is: [CH2:1]([O:8][C:9]([N:11]1[CH:15]([C:16](=[O:17])[NH:39][C:36]2[CH:35]=[CH:34][C:33]([CH2:32][NH:31][C:30]([O:29][C:25]([CH3:28])([CH3:27])[CH3:26])=[O:40])=[CH:38][CH:37]=2)[CH2:14][S:13][CH:12]1[C:19]1[CH:24]=[CH:23][N:22]=[CH:21][CH:20]=1)=[O:10])[C:2]1[CH:7]=[CH:6][CH:5]=[CH:4][CH:3]=1.